This data is from NCI-60 drug combinations with 297,098 pairs across 59 cell lines. The task is: Regression. Given two drug SMILES strings and cell line genomic features, predict the synergy score measuring deviation from expected non-interaction effect. (1) Drug 1: C#CCC(CC1=CN=C2C(=N1)C(=NC(=N2)N)N)C3=CC=C(C=C3)C(=O)NC(CCC(=O)O)C(=O)O. Drug 2: CC1C(C(CC(O1)OC2CC(CC3=C2C(=C4C(=C3O)C(=O)C5=C(C4=O)C(=CC=C5)OC)O)(C(=O)CO)O)N)O.Cl. Cell line: OVCAR-8. Synergy scores: CSS=33.8, Synergy_ZIP=-7.61, Synergy_Bliss=-4.71, Synergy_Loewe=-2.16, Synergy_HSA=-1.55. (2) Drug 1: C1CC(=O)NC(=O)C1N2CC3=C(C2=O)C=CC=C3N. Drug 2: COC1=C(C=C2C(=C1)N=CN=C2NC3=CC(=C(C=C3)F)Cl)OCCCN4CCOCC4. Cell line: KM12. Synergy scores: CSS=5.94, Synergy_ZIP=-4.79, Synergy_Bliss=-10.7, Synergy_Loewe=-8.39, Synergy_HSA=-5.78. (3) Drug 1: CC1=C(C=C(C=C1)C(=O)NC2=CC(=CC(=C2)C(F)(F)F)N3C=C(N=C3)C)NC4=NC=CC(=N4)C5=CN=CC=C5. Synergy scores: CSS=-4.02, Synergy_ZIP=2.32, Synergy_Bliss=0.176, Synergy_Loewe=-6.32, Synergy_HSA=-6.32. Drug 2: C1CN(P(=O)(OC1)NCCCl)CCCl. Cell line: SW-620. (4) Drug 1: C1CN1P(=S)(N2CC2)N3CC3. Drug 2: CN(CCCl)CCCl.Cl. Cell line: U251. Synergy scores: CSS=38.9, Synergy_ZIP=-7.67, Synergy_Bliss=-1.59, Synergy_Loewe=-1.29, Synergy_HSA=0.636. (5) Drug 1: CC1C(C(=O)NC(C(=O)N2CCCC2C(=O)N(CC(=O)N(C(C(=O)O1)C(C)C)C)C)C(C)C)NC(=O)C3=C4C(=C(C=C3)C)OC5=C(C(=O)C(=C(C5=N4)C(=O)NC6C(OC(=O)C(N(C(=O)CN(C(=O)C7CCCN7C(=O)C(NC6=O)C(C)C)C)C)C(C)C)C)N)C. Drug 2: C#CCC(CC1=CN=C2C(=N1)C(=NC(=N2)N)N)C3=CC=C(C=C3)C(=O)NC(CCC(=O)O)C(=O)O. Cell line: DU-145. Synergy scores: CSS=53.8, Synergy_ZIP=8.60, Synergy_Bliss=-3.94, Synergy_Loewe=27.8, Synergy_HSA=-5.26. (6) Drug 1: CN(C)C1=NC(=NC(=N1)N(C)C)N(C)C. Drug 2: CN(CCCl)CCCl.Cl. Cell line: 786-0. Synergy scores: CSS=-2.31, Synergy_ZIP=-5.68, Synergy_Bliss=-6.63, Synergy_Loewe=-34.1, Synergy_HSA=-9.11. (7) Drug 1: CCCCC(=O)OCC(=O)C1(CC(C2=C(C1)C(=C3C(=C2O)C(=O)C4=C(C3=O)C=CC=C4OC)O)OC5CC(C(C(O5)C)O)NC(=O)C(F)(F)F)O. Drug 2: C(CN)CNCCSP(=O)(O)O. Cell line: NCI-H226. Synergy scores: CSS=24.5, Synergy_ZIP=-8.93, Synergy_Bliss=-9.60, Synergy_Loewe=-46.0, Synergy_HSA=-9.98. (8) Drug 1: CC=C1C(=O)NC(C(=O)OC2CC(=O)NC(C(=O)NC(CSSCCC=C2)C(=O)N1)C(C)C)C(C)C. Drug 2: COCCOC1=C(C=C2C(=C1)C(=NC=N2)NC3=CC=CC(=C3)C#C)OCCOC.Cl. Cell line: UACC-257. Synergy scores: CSS=62.8, Synergy_ZIP=1.83, Synergy_Bliss=3.18, Synergy_Loewe=-63.5, Synergy_HSA=2.38. (9) Drug 1: CN(CC1=CN=C2C(=N1)C(=NC(=N2)N)N)C3=CC=C(C=C3)C(=O)NC(CCC(=O)O)C(=O)O. Drug 2: CC(C)NC(=O)C1=CC=C(C=C1)CNNC.Cl. Cell line: M14. Synergy scores: CSS=29.1, Synergy_ZIP=-2.31, Synergy_Bliss=-5.59, Synergy_Loewe=-23.3, Synergy_HSA=-6.15. (10) Drug 1: CC1=C2C(C(=O)C3(C(CC4C(C3C(C(C2(C)C)(CC1OC(=O)C(C(C5=CC=CC=C5)NC(=O)C6=CC=CC=C6)O)O)OC(=O)C7=CC=CC=C7)(CO4)OC(=O)C)O)C)OC(=O)C. Drug 2: CC(C)(C#N)C1=CC(=CC(=C1)CN2C=NC=N2)C(C)(C)C#N. Cell line: PC-3. Synergy scores: CSS=0.994, Synergy_ZIP=-0.511, Synergy_Bliss=0.428, Synergy_Loewe=-0.297, Synergy_HSA=0.142.